From a dataset of Forward reaction prediction with 1.9M reactions from USPTO patents (1976-2016). Predict the product of the given reaction. (1) The product is: [Br:14][CH:9]1[CH2:8][CH2:7][O:6][C:5]2[CH:12]=[CH:13][C:2]([Br:1])=[CH:3][C:4]=2[C:10]1=[O:11]. Given the reactants [Br:1][C:2]1[CH:13]=[CH:12][C:5]2[O:6][CH2:7][CH2:8][CH2:9][C:10](=[O:11])[C:4]=2[CH:3]=1.[Br:14]Br, predict the reaction product. (2) Given the reactants [F:1][C:2]1[CH:7]=[C:6]([N+:8]([O-:10])=[O:9])[CH:5]=[CH:4][C:3]=1[N:11]1[CH2:16][CH2:15][NH:14][CH2:13][CH2:12]1.[O:17]1[CH2:22][CH2:21][C:20](=O)[CH2:19][CH2:18]1.C([BH3-])#N.[Na+].CO.ClCCl, predict the reaction product. The product is: [F:1][C:2]1[CH:7]=[C:6]([N+:8]([O-:10])=[O:9])[CH:5]=[CH:4][C:3]=1[N:11]1[CH2:16][CH2:15][N:14]([CH:20]2[CH2:21][CH2:22][O:17][CH2:18][CH2:19]2)[CH2:13][CH2:12]1. (3) Given the reactants [CH:1]1([NH:4][C:5]([C:7]2[CH:12]=[CH:11][C:10]([C:13]3[CH:22]=[N:21][C:20]4[C:19]([N:23]5[CH2:28][CH2:27][O:26][CH2:25][CH2:24]5)=[N:18][C:17]([C:29]5[CH:30]=[N:31][C:32]([NH:35]C(=O)OC(C)(C)C)=[N:33][CH:34]=5)=[N:16][C:15]=4[CH:14]=3)=[CH:9][CH:8]=2)=[O:6])[CH2:3][CH2:2]1.C(Cl)Cl.C(O)(C(F)(F)F)=O, predict the reaction product. The product is: [NH2:35][C:32]1[N:31]=[CH:30][C:29]([C:17]2[N:18]=[C:19]([N:23]3[CH2:24][CH2:25][O:26][CH2:27][CH2:28]3)[C:20]3[N:21]=[CH:22][C:13]([C:10]4[CH:9]=[CH:8][C:7]([C:5]([NH:4][CH:1]5[CH2:2][CH2:3]5)=[O:6])=[CH:12][CH:11]=4)=[CH:14][C:15]=3[N:16]=2)=[CH:34][N:33]=1. (4) Given the reactants [CH3:1][C@@H:2]1[C:7](=[O:8])[NH:6][C:5]2[CH:9]=[C:10]([C:13]([O:15][CH2:16][CH3:17])=[O:14])[CH:11]=[CH:12][C:4]=2[S:3]1.Cl[CH2:19][CH2:20][CH2:21][CH2:22][O:23][CH3:24].C(=O)([O-])[O-].[K+].[K+].[I-].[K+], predict the reaction product. The product is: [CH3:24][O:23][CH2:22][CH2:21][CH2:20][CH2:19][N:6]1[C:5]2[CH:9]=[C:10]([C:13]([O:15][CH2:16][CH3:17])=[O:14])[CH:11]=[CH:12][C:4]=2[S:3][C@H:2]([CH3:1])[C:7]1=[O:8].